From a dataset of Cav3 T-type calcium channel HTS with 100,875 compounds. Binary Classification. Given a drug SMILES string, predict its activity (active/inactive) in a high-throughput screening assay against a specified biological target. (1) The drug is S=c1n(c(=O)c2c([nH]1)ccc(N(C)C)c2)CCOC. The result is 0 (inactive). (2) The drug is S(Cc1oc(cc1)C(OC)=O)CC(=O)Nc1cc(OC)cc(OC)c1. The result is 0 (inactive). (3) The compound is O(CC(=O)c1ccc([N+]([O-])=O)cc1)C(=O)CNC(=O)CNC(=O)c1ccc(cc1)C. The result is 0 (inactive).